The task is: Predict the product of the given reaction.. This data is from Forward reaction prediction with 1.9M reactions from USPTO patents (1976-2016). (1) Given the reactants Cl.[NH:2]1[CH2:7][CH2:6][CH2:5][C@H:4]([NH:8][C:9]([C:11]2[C:15]3[N:16]=[CH:17][N:18]=[C:19]([C:20]4[CH:25]=[C:24]([F:26])[C:23]([O:27][CH3:28])=[CH:22][C:21]=4[O:29][CH2:30][CH:31]4[CH2:33][CH2:32]4)[C:14]=3[NH:13][CH:12]=2)=[O:10])[CH2:3]1.[C:34](Cl)(=[O:37])[CH2:35][CH3:36], predict the reaction product. The product is: [C:34]([N:2]1[CH2:7][CH2:6][CH2:5][C@H:4]([NH:8][C:9]([C:11]2[C:15]3[N:16]=[CH:17][N:18]=[C:19]([C:20]4[CH:25]=[C:24]([F:26])[C:23]([O:27][CH3:28])=[CH:22][C:21]=4[O:29][CH2:30][CH:31]4[CH2:32][CH2:33]4)[C:14]=3[NH:13][CH:12]=2)=[O:10])[CH2:3]1)(=[O:37])[CH2:35][CH3:36]. (2) Given the reactants [CH2:1]([OH:4])[CH2:2][OH:3].[C:5]([C:8]1[CH:9]=[C:10]([CH:13]=[CH:14][CH:15]=1)[C:11]#[N:12])(=O)[CH3:6].CC1C=CC(S(O)(=O)=O)=CC=1, predict the reaction product. The product is: [CH3:6][C:5]1([C:8]2[CH:9]=[C:10]([CH:13]=[CH:14][CH:15]=2)[C:11]#[N:12])[O:4][CH2:1][CH2:2][O:3]1. (3) Given the reactants [CH2:1](N)[C:2]#[CH:3].[N:5]1C=CC=CC=1.[Cl:11][C:12]1[CH:13]=[C:14]([S:18](Cl)(=[O:20])=[O:19])[CH:15]=[CH:16][CH:17]=1, predict the reaction product. The product is: [CH2:3]([C:13]1[C:12]([Cl:11])=[CH:17][CH:16]=[CH:15][C:14]=1[S:18]([NH2:5])(=[O:20])=[O:19])[C:2]#[CH:1]. (4) Given the reactants Cl[C:2]1[C:7]([CH2:8][CH2:9][OH:10])=[C:6]([Cl:11])[N:5]=[C:4]([N:12]2[CH2:17][CH2:16][O:15][CH2:14][CH2:13]2)[N:3]=1.[NH2:18][C:19]1([CH3:31])[CH2:23][CH2:22][N:21]([C:24]([O:26][C:27]([CH3:30])([CH3:29])[CH3:28])=[O:25])[CH2:20]1.CCN(C(C)C)C(C)C, predict the reaction product. The product is: [Cl:11][C:6]1[N:5]=[C:4]([N:12]2[CH2:17][CH2:16][O:15][CH2:14][CH2:13]2)[N:3]=[C:2]([NH:18][C:19]2([CH3:31])[CH2:23][CH2:22][N:21]([C:24]([O:26][C:27]([CH3:30])([CH3:29])[CH3:28])=[O:25])[CH2:20]2)[C:7]=1[CH2:8][CH2:9][OH:10]. (5) Given the reactants Cl[C:2]1[N:7]=[C:6]([NH:8][C@H:9]([C:11]2[CH:16]=[CH:15][C:14]([F:17])=[CH:13][CH:12]=2)[CH3:10])[N:5]=[C:4]([N:18]2[CH2:22][CH2:21][CH:20]([OH:23])[CH2:19]2)[CH:3]=1.[NH2:24][C:25]1[CH:30]=[N:29][CH:28]=[CH:27][N:26]=1.P([O-])([O-])([O-])=O.[K+].[K+].[K+], predict the reaction product. The product is: [F:17][C:14]1[CH:15]=[CH:16][C:11]([C@@H:9]([NH:8][C:6]2[N:5]=[C:4]([N:18]3[CH2:22][CH2:21][CH:20]([OH:23])[CH2:19]3)[CH:3]=[C:2]([NH:24][C:25]3[CH:30]=[N:29][CH:28]=[CH:27][N:26]=3)[N:7]=2)[CH3:10])=[CH:12][CH:13]=1. (6) Given the reactants [Cl:1][C:2]1[N:10]=[C:9]2[C:5]([N:6]=[C:7]([CH2:13][N:14]3[CH2:19][CH2:18][CH:17](N4CC(F)(F)C4)[CH2:16][CH2:15]3)[N:8]2[CH2:11][CH3:12])=[C:4]([N:26]2[CH2:31][CH2:30][O:29][CH2:28][CH2:27]2)[N:3]=1.N1CCC([C:38]([NH2:40])=[O:39])CC1, predict the reaction product. The product is: [Cl:1][C:2]1[N:10]=[C:9]2[C:5]([N:6]=[C:7]([CH2:13][N:14]3[CH2:15][CH2:16][CH:17]([C:38]([NH2:40])=[O:39])[CH2:18][CH2:19]3)[N:8]2[CH2:11][CH3:12])=[C:4]([N:26]2[CH2:31][CH2:30][O:29][CH2:28][CH2:27]2)[N:3]=1. (7) The product is: [C:25]([N:22]1[CH2:23][CH2:24][C@H:19]([NH:18][C:16](=[O:17])[O:15][CH2:8][C:9]2[CH:14]=[CH:13][CH:12]=[CH:11][CH:10]=2)[C@H:20]([O:32][CH3:33])[CH2:21]1)(=[O:26])[NH2:38]. Given the reactants Cl.C(OCC)(=O)C.[CH2:8]([O:15][C:16]([NH:18][C@H:19]1[CH2:24][CH2:23][N:22]([C:25](OC(C)(C)C)=[O:26])[CH2:21][C@H:20]1[O:32][CH3:33])=[O:17])[C:9]1[CH:14]=[CH:13][CH:12]=[CH:11][CH:10]=1.C[Si]([N:38]=C=O)(C)C.CO, predict the reaction product. (8) Given the reactants [C:1]([C:3]1[CH:8]=[CH:7][C:6]([CH2:9][CH2:10][N:11]2[CH2:16][CH2:15][C:14]([CH2:18][O:19][C:20]3[CH:25]=[CH:24][C:23]([CH:26]=[O:27])=[CH:22][CH:21]=3)([OH:17])[CH2:13][CH2:12]2)=[CH:5][CH:4]=1)#[N:2].[BH4-].[Na+].O, predict the reaction product. The product is: [C:1]([C:3]1[CH:4]=[CH:5][C:6]([CH2:9][CH2:10][N:11]2[CH2:16][CH2:15][C:14]([CH2:18][O:19][C:20]3[CH:25]=[CH:24][C:23]([CH2:26][OH:27])=[CH:22][CH:21]=3)([OH:17])[CH2:13][CH2:12]2)=[CH:7][CH:8]=1)#[N:2]. (9) Given the reactants C(OC([N:8]1[CH2:13][CH2:12][CH:11]([CH2:14][NH:15][C:16]2[C:21]([Cl:22])=[C:20](Cl)[N:19]=[C:18](Cl)[C:17]=2Cl)[CH2:10][CH2:9]1)=O)(C)(C)C.C([O-])(=O)C.[Na+].CO.CO.[H][H], predict the reaction product. The product is: [ClH:22].[N:19]1[CH:20]=[CH:21][C:16]([NH:15][CH2:14][CH:11]2[CH2:12][CH2:13][NH:8][CH2:9][CH2:10]2)=[CH:17][CH:18]=1.